From a dataset of Full USPTO retrosynthesis dataset with 1.9M reactions from patents (1976-2016). Predict the reactants needed to synthesize the given product. (1) The reactants are: [C:1]([C:3]1[N:8]=[CH:7][C:6]([S:9]([NH:12][C:13]([C:16]2[N:17]([CH2:25][CH3:26])[C:18]3[C:19]([N:24]=2)=[N:20][CH:21]=[CH:22][CH:23]=3)([CH3:15])[CH3:14])(=[O:11])=[O:10])=[CH:5][CH:4]=1)#[N:2].Cl.[O:28]1CCOCC1. Given the product [CH2:25]([N:17]1[C:18]2[C:19](=[N:20][CH:21]=[CH:22][CH:23]=2)[N:24]=[C:16]1[C:13]([NH:12][S:9]([C:6]1[CH:5]=[CH:4][C:3]([C:1]([NH2:2])=[O:28])=[N:8][CH:7]=1)(=[O:10])=[O:11])([CH3:15])[CH3:14])[CH3:26], predict the reactants needed to synthesize it. (2) Given the product [C:37]([O:41][C:42](=[O:45])[CH2:43][O:1][C:2]1[CH:3]=[CH:4][C:5]([S:8][C:9]2[CH:10]=[CH:11][C:12]([CH2:16][N:17]3[CH2:22][CH2:21][CH:20]([N:23]4[C@H:27]([C:28]5[CH:29]=[CH:30][CH:31]=[CH:32][CH:33]=5)[CH2:26][NH:25][C:24]4=[O:34])[CH2:19][CH2:18]3)=[C:13]([CH3:15])[N:14]=2)=[CH:6][CH:7]=1)([CH3:40])([CH3:39])[CH3:38], predict the reactants needed to synthesize it. The reactants are: [OH:1][C:2]1[CH:7]=[CH:6][C:5]([S:8][C:9]2[N:14]=[C:13]([CH3:15])[C:12]([CH2:16][N:17]3[CH2:22][CH2:21][CH:20]([N:23]4[C@H:27]([C:28]5[CH:33]=[CH:32][CH:31]=[CH:30][CH:29]=5)[CH2:26][NH:25][C:24]4=[O:34])[CH2:19][CH2:18]3)=[CH:11][CH:10]=2)=[CH:4][CH:3]=1.[H-].[Na+].[C:37]([O:41][C:42](=[O:45])[CH2:43]Br)([CH3:40])([CH3:39])[CH3:38]. (3) Given the product [CH2:1]([N:8]1[C:12](=[O:20])[C:11]2[C:15](=[CH:16][CH:17]=[CH:18][C:10]=2[CH3:9])[C:14]1=[O:13])[C:2]1[CH:7]=[CH:6][CH:5]=[CH:4][CH:3]=1, predict the reactants needed to synthesize it. The reactants are: [CH2:1]([NH2:8])[C:2]1[CH:7]=[CH:6][CH:5]=[CH:4][CH:3]=1.[CH3:9][C:10]1[CH:18]=[CH:17][CH:16]=[C:15]2[C:11]=1[C:12](=[O:20])[O:13][C:14]2=O.C[Si](N[Si](C)(C)C)(C)C.Cl. (4) The reactants are: [C:1]1([CH2:7][CH2:8][NH2:9])[CH:6]=[CH:5][CH:4]=[CH:3][CH:2]=1.[Cl:10][C:11]1[N:16]=[C:15]([N:17]([CH3:27])[C:18]2[CH:23]=[CH:22][N:21]=[C:20](S(C)=O)[N:19]=2)[CH:14]=[CH:13][CH:12]=1. Given the product [Cl:10][C:11]1[N:16]=[C:15]([N:17]([CH3:27])[C:18]2[CH:23]=[CH:22][N:21]=[C:20]([NH:9][CH2:8][CH2:7][C:1]3[CH:6]=[CH:5][CH:4]=[CH:3][CH:2]=3)[N:19]=2)[CH:14]=[CH:13][CH:12]=1, predict the reactants needed to synthesize it. (5) The reactants are: [C:1]([O:5][C:6]([NH:8][CH2:9][CH2:10][CH2:11][C@H:12]([CH2:30][C:31]1[N:32]=[CH:33][N:34]2[C:43]3[C:38](=[CH:39][CH:40]=[CH:41][CH:42]=3)[CH2:37][CH2:36][C:35]=12)[C:13]([O:15][C@H](C1C=CC=CC=1)[C@@H](N1CCCC1)C)=[O:14])=[O:7])([CH3:4])([CH3:3])[CH3:2].[OH-].[Na+].Cl. Given the product [C:1]([O:5][C:6]([NH:8][CH2:9][CH2:10][CH2:11][C@H:12]([CH2:30][C:31]1[N:32]=[CH:33][N:34]2[C:43]3[C:38](=[CH:39][CH:40]=[CH:41][CH:42]=3)[CH2:37][CH2:36][C:35]=12)[C:13]([OH:15])=[O:14])=[O:7])([CH3:4])([CH3:2])[CH3:3], predict the reactants needed to synthesize it. (6) Given the product [C:14]([C:12]1[CH:13]=[C:5]([C:3]([OH:4])=[O:2])[C:6]2[CH:7]=[CH:8][N:9]([C:16]3[CH:17]=[CH:18][C:19]([F:22])=[CH:20][CH:21]=3)[C:10]=2[CH:11]=1)#[N:15], predict the reactants needed to synthesize it. The reactants are: C[O:2][C:3]([C:5]1[C:6]2[CH:7]=[CH:8][N:9]([C:16]3[CH:21]=[CH:20][C:19]([F:22])=[CH:18][CH:17]=3)[C:10]=2[CH:11]=[C:12]([C:14]#[N:15])[CH:13]=1)=[O:4].[OH-].[Na+].Cl. (7) Given the product [F:1][C:2]1[CH:7]=[CH:6][C:5]([C:8]2([C:14]([NH:18][CH3:17])=[O:16])[CH2:13][CH2:12][CH2:11][CH2:10][CH2:9]2)=[CH:4][CH:3]=1, predict the reactants needed to synthesize it. The reactants are: [F:1][C:2]1[CH:7]=[CH:6][C:5]([C:8]2([C:14]([OH:16])=O)[CH2:13][CH2:12][CH2:11][CH2:10][CH2:9]2)=[CH:4][CH:3]=1.[CH3:17][NH2:18]. (8) Given the product [CH3:2][O:3][C:4](=[O:54])[C@@H:5]([NH:21][C:22]([CH:24]1[CH2:33][C:32]2[CH:31]=[C:30]3[O:34][CH2:35][C@H:36]([C:38]4[CH:43]=[CH:42][C:41]([O:44][CH2:45][C:46]5[CH:51]=[CH:50][C:49]([CH3:52])=[C:48]([Cl:53])[CH:47]=5)=[CH:40][CH:39]=4)[O:37][C:29]3=[CH:28][C:27]=2[CH2:26][N:25]1[S:65]([C:61]1[S:60][C:59]([NH:58][C:55](=[O:57])[CH3:56])=[N:63][C:62]=1[CH3:64])(=[O:66])=[O:67])=[O:23])[CH2:6][C:7]1[CH:8]=[CH:9][C:10]([C:13]2[CH:18]=[CH:17][C:16]([C:19]#[N:20])=[CH:15][CH:14]=2)=[CH:11][CH:12]=1, predict the reactants needed to synthesize it. The reactants are: Cl.[CH3:2][O:3][C:4](=[O:54])[C@@H:5]([NH:21][C:22]([CH:24]1[CH2:33][C:32]2[CH:31]=[C:30]3[O:34][CH2:35][C@H:36]([C:38]4[CH:43]=[CH:42][C:41]([O:44][CH2:45][C:46]5[CH:51]=[CH:50][C:49]([CH3:52])=[C:48]([Cl:53])[CH:47]=5)=[CH:40][CH:39]=4)[O:37][C:29]3=[CH:28][C:27]=2[CH2:26][NH:25]1)=[O:23])[CH2:6][C:7]1[CH:12]=[CH:11][C:10]([C:13]2[CH:18]=[CH:17][C:16]([C:19]#[N:20])=[CH:15][CH:14]=2)=[CH:9][CH:8]=1.[C:55]([NH:58][C:59]1[S:60][C:61]([S:65](Cl)(=[O:67])=[O:66])=[C:62]([CH3:64])[N:63]=1)(=[O:57])[CH3:56]. (9) Given the product [Cl:26][C:23]1[CH:24]=[CH:25][C:20]([C:18]([NH:17][CH:13]([CH2:12][C:7]2[C:5]3[C:4](=[CH:3][CH:2]=[CH:1][CH:6]=3)[NH:11][C:9](=[O:10])[CH:8]=2)[C:14]([O:16][CH:28]2[CH2:32][CH2:31][CH2:30][CH2:29]2)=[O:15])=[O:19])=[CH:21][CH:22]=1, predict the reactants needed to synthesize it. The reactants are: [CH:1]1[CH:2]=[CH:3][C:4]2[NH:11][C:9](=[O:10])[CH:8]=[C:7]([CH2:12][CH:13]([NH:17][C:18]([C:20]3[CH:21]=[CH:22][C:23]([Cl:26])=[CH:24][CH:25]=3)=[O:19])[C:14]([OH:16])=[O:15])[C:5]=2[CH:6]=1.Cl[CH:28]1[CH2:32][CH2:31][CH2:30][CH2:29]1. (10) Given the product [C@@H:59]1([N:68]2[CH:75]=[CH:74][C:72](=[O:73])[NH:71][C:69]2=[O:70])[O:67][C@H:64]([CH2:65][OH:66])[C@@H:62]([OH:63])[C@H:60]1[OH:61], predict the reactants needed to synthesize it. The reactants are: P(OC[C@H]1O[C@@H](N2C3N=CN=C(N)C=3N=C2)[C@H](O)[C@@H]1O)(OP(O)(O)=O)(=O)O.P(OC[C@H]1O[C@@H](N2C3N=CN=C(N)C=3N=C2)[C@H](O)[C@@H]1O)(OP(OP(O)(O)=O)(O)=O)(=O)O.[C@@H:59]1([N:68]2[CH:75]=[CH:74][C:72](=[O:73])[NH:71][C:69]2=[O:70])[O:67][C@H:64]([CH2:65][OH:66])[C@@H:62]([OH:63])[C@H:60]1[OH:61].